Task: Predict the reactants needed to synthesize the given product.. Dataset: Full USPTO retrosynthesis dataset with 1.9M reactions from patents (1976-2016) (1) Given the product [CH3:29][S:26]([N:21]1[CH2:20][CH2:19][C:18]2[C:23](=[CH:24][CH:25]=[C:16]([O:15][CH2:14][CH2:13][CH2:12][CH:9]3[CH2:10][CH2:11][N:6]([C:5]4[N:4]=[N:3][N:2]([CH2:31][CH2:32][NH2:33])[N:1]=4)[CH2:7][CH2:8]3)[CH:17]=2)[CH2:22]1)(=[O:28])=[O:27], predict the reactants needed to synthesize it. The reactants are: [NH:1]1[C:5]([N:6]2[CH2:11][CH2:10][CH:9]([CH2:12][CH2:13][CH2:14][O:15][C:16]3[CH:17]=[C:18]4[C:23](=[CH:24][CH:25]=3)[CH2:22][N:21]([S:26]([CH3:29])(=[O:28])=[O:27])[CH2:20][CH2:19]4)[CH2:8][CH2:7]2)=[N:4][N:3]=[N:2]1.Br[CH2:31][CH2:32][NH:33]C(=O)OCC1C2C=CC=CC=2C2C1=CC=CC=2.C([O-])([O-])=O.[K+].[K+].N1CCCCC1. (2) Given the product [CH3:5][CH:4]1[CH:8]([N:60]2[CH:61]([CH3:63])[CH2:62][O:41][CH2:58][CH2:59]2)[N:7]([C:6](/[C:21](/[C:14]2[NH:15][CH:16]=[CH:17][CH:13]=2)=[C:22]2\[C:23](=[O:32])[NH:24][C:25]3[C:30]\2=[CH:29][C:28]([F:31])=[CH:27][CH:26]=3)=[O:11])[CH2:3]1, predict the reactants needed to synthesize it. The reactants are: FC1[CH:3]=[C:4]2[C:8](=CC=1)[NH:7][C:6](=[O:11])[CH2:5]2.C[C:13]1(C)[C:17](C(O)=O)=[CH:16][NH:15][CH:14]1/[CH:21]=[C:22]1\[C:23](=[O:32])[NH:24][C:25]2[C:30]\1=[CH:29][C:28]([F:31])=[CH:27][CH:26]=2.CN(C([O:41]N1N=NC2C=CC=NC1=2)=[N+](C)C)C.F[P-](F)(F)(F)(F)F.[CH3:58][CH2:59][N:60](C(C)C)[CH:61]([CH3:63])[CH3:62].